Dataset: Full USPTO retrosynthesis dataset with 1.9M reactions from patents (1976-2016). Task: Predict the reactants needed to synthesize the given product. (1) Given the product [Br:1][C:2]1[N:6]2[N:7]=[C:8]([NH:18][CH2:17][CH2:16][CH2:15][CH2:14][N:13]([CH3:19])[CH3:12])[CH:9]=[CH:10][C:5]2=[N:4][CH:3]=1, predict the reactants needed to synthesize it. The reactants are: [Br:1][C:2]1[N:6]2[N:7]=[C:8](Cl)[CH:9]=[CH:10][C:5]2=[N:4][CH:3]=1.[CH3:12][N:13]([CH3:19])[CH2:14][CH2:15][CH2:16][CH2:17][NH2:18].C(Cl)Cl.CO.[NH4+].[OH-]. (2) Given the product [N:1]1([CH:14]2[CH2:15][CH2:16][CH:17]([NH:21][CH2:22][CH2:23][CH2:24][CH2:25][CH2:26][OH:27])[CH2:18][CH2:19]2)[C:12]2=[C:13]3[C:8](=[CH:9][CH:10]=[CH:11]2)[CH:7]=[N:6][CH:5]=[C:4]3[CH2:3][CH2:2]1, predict the reactants needed to synthesize it. The reactants are: [N:1]1([CH:14]2[CH2:19][CH2:18][C:17](=O)[CH2:16][CH2:15]2)[C:12]2=[C:13]3[C:8](=[CH:9][CH:10]=[CH:11]2)[CH:7]=[N:6][CH:5]=[C:4]3[CH2:3][CH2:2]1.[NH2:21][CH2:22][CH2:23][CH2:24][CH2:25][CH2:26][OH:27]. (3) Given the product [CH3:11][N:10]1[C:2]2[C:3](=[N:4][CH:5]=[CH:6][CH:7]=2)[CH:8]=[N:9]1, predict the reactants needed to synthesize it. The reactants are: Br[C:2]1[C:3]([CH:8]=[N:9][NH:10][CH3:11])=[N:4][CH:5]=[CH:6][CH:7]=1.CN[C@@H]1CCCC[C@H]1NC.C(=O)([O-])[O-].[K+].[K+]. (4) The reactants are: Cl[C:2]1[S:3][C:4]2[CH2:10][C:9]3([O:14][CH2:13][CH2:12][O:11]3)[CH2:8][CH2:7][C:5]=2[N:6]=1.C([O-])(=O)C.[Na+]. Given the product [CH2:13]1[CH2:12][O:11][C:9]2([CH2:8][CH2:7][C:5]3[N:6]=[CH:2][S:3][C:4]=3[CH2:10]2)[O:14]1, predict the reactants needed to synthesize it. (5) Given the product [N:53]1[C:62]2[C:57](=[CH:58][CH:59]=[CH:60][CH:61]=2)[CH:56]=[C:55]([C:63]2[CH:64]=[C:65]([NH:69][C:24]([C:19]3[C:20](=[O:23])[O:21][C:22]4[C:17]([CH:18]=3)=[CH:16][CH:15]=[CH:14][C:13]=4[O:12][C:11]([F:10])([F:28])[F:27])=[O:26])[CH:66]=[CH:67][CH:68]=2)[CH:54]=1, predict the reactants needed to synthesize it. The reactants are: CCN(C(C)C)C(C)C.[F:10][C:11]([F:28])([F:27])[O:12][C:13]1[CH:14]=[CH:15][CH:16]=[C:17]2[C:22]=1[O:21][C:20](=[O:23])[C:19]([C:24]([OH:26])=O)=[CH:18]2.CN(C(ON1N=NC2C=CC=NC1=2)=[N+](C)C)C.F[P-](F)(F)(F)(F)F.[N:53]1[C:62]2[C:57](=[CH:58][CH:59]=[CH:60][CH:61]=2)[CH:56]=[C:55]([C:63]2[CH:64]=[C:65]([NH2:69])[CH:66]=[CH:67][CH:68]=2)[CH:54]=1. (6) Given the product [CH3:24][C:23]1[N:18]2[C:17](=[O:26])[N:16]([CH2:15][CH2:14][CH:11]3[CH2:12][CH2:13][NH:8][CH2:9][CH2:10]3)[CH2:20][C:19]2=[C:21]([CH3:25])[N:22]=1, predict the reactants needed to synthesize it. The reactants are: C([N:8]1[CH2:13][CH2:12][CH:11]([CH2:14][CH2:15][N:16]2[CH2:20][C:19]3=[C:21]([CH3:25])[N:22]=[C:23]([CH3:24])[N:18]3[C:17]2=[O:26])[CH2:10][CH2:9]1)C1C=CC=CC=1.C([O-])=O.[NH4+].